Predict which catalyst facilitates the given reaction. From a dataset of Catalyst prediction with 721,799 reactions and 888 catalyst types from USPTO. (1) Reactant: [Br:1][C:2]1[C:7]2[N:8]=[C:9](Br)[NH:10][C:6]=2[C:5]([Br:12])=[C:4]([Br:13])[C:3]=1[Br:14].[N:15]1([CH2:21][CH2:22][CH2:23][NH2:24])[CH2:20][CH2:19][CH2:18][CH2:17][CH2:16]1. The catalyst class is: 8. Product: [Br:1][C:2]1[C:7]2[N:8]=[C:9]([NH:24][CH2:23][CH2:22][CH2:21][N:15]3[CH2:20][CH2:19][CH2:18][CH2:17][CH2:16]3)[NH:10][C:6]=2[C:5]([Br:12])=[C:4]([Br:13])[C:3]=1[Br:14]. (2) Reactant: FC(F)(F)C(O)=O.[Cl:8][C:9]1[C:10]([F:38])=[C:11]([CH:15]2[C:19]([C:22]3[CH:27]=[CH:26][C:25]([Cl:28])=[CH:24][C:23]=3[F:29])([C:20]#[N:21])[CH:18]([CH2:30][C:31]([CH3:34])([CH3:33])[CH3:32])[NH:17][CH:16]2[C:35]([OH:37])=O)[CH:12]=[CH:13][CH:14]=1.CC1(C)[O:44][C@H:43]([CH2:45][CH2:46][NH2:47])[CH2:42][O:41]1.CN(C(ON1N=NC2C=CC=NC1=2)=[N+](C)C)C.F[P-](F)(F)(F)(F)F.CCN(C(C)C)C(C)C.Cl. Product: [OH:44][C@@H:43]([CH2:42][OH:41])[CH2:45][CH2:46][NH:47][C:35]([CH:16]1[CH:15]([C:11]2[CH:12]=[CH:13][CH:14]=[C:9]([Cl:8])[C:10]=2[F:38])[C:19]([C:22]2[CH:27]=[CH:26][C:25]([Cl:28])=[CH:24][C:23]=2[F:29])([C:20]#[N:21])[CH:18]([CH2:30][C:31]([CH3:34])([CH3:32])[CH3:33])[NH:17]1)=[O:37]. The catalyst class is: 539. (3) Reactant: [NH:1]1[C:8]2[N:4]([N:5]=[CH:6][CH:7]=2)[CH2:3][CH2:2]1.[Br:9]Br. Product: [BrH:9].[Br:9][C:7]1[CH:6]=[N:5][N:4]2[CH2:3][CH2:2][NH:1][C:8]=12. The catalyst class is: 15. (4) Reactant: [Br:1][C:2]1[N:7]=[C:6](Cl)[C:5]([NH:9][C:10]([NH:12][C:13](=[O:20])[C:14]2[CH:19]=[CH:18][CH:17]=[CH:16][CH:15]=2)=[S:11])=[CH:4][CH:3]=1.[O-]CC.[Na+].O. Product: [Br:1][C:2]1[N:7]=[C:6]2[S:11][C:10]([NH:12][C:13](=[O:20])[C:14]3[CH:19]=[CH:18][CH:17]=[CH:16][CH:15]=3)=[N:9][C:5]2=[CH:4][CH:3]=1. The catalyst class is: 60. (5) Reactant: [F:1][C:2]1[CH:10]=[CH:9][CH:8]=[C:7]2[C:3]=1[C:4](=[O:12])O[C:6]2=[O:11].[O:13]1[CH2:18][CH2:17][CH:16]([CH2:19][NH2:20])[CH2:15][CH2:14]1. Product: [F:1][C:2]1[CH:10]=[CH:9][CH:8]=[C:7]2[C:3]=1[C:4](=[O:12])[N:20]([CH2:19][CH:16]1[CH2:17][CH2:18][O:13][CH2:14][CH2:15]1)[C:6]2=[O:11]. The catalyst class is: 15.